This data is from Reaction yield outcomes from USPTO patents with 853,638 reactions. The task is: Predict the reaction yield, written as a fraction of the theoretical maximum amount of product (1.0 means a 100% yield; for example, 0.34 means a 34% yield). (1) The reactants are [CH2:1]([O:8][C:9]([NH:11][C@H:12]1[CH2:17][CH2:16][CH2:15][C@@H:14]([C:18]([OH:20])=O)[CH2:13]1)=[O:10])[C:2]1[CH:7]=[CH:6][CH:5]=[CH:4][CH:3]=1.[N:21]1C=CC=CC=1.C(OC(OC(C)(C)C)=O)(OC(C)(C)C)=O.C(=O)(O)[O-].[NH4+]. The catalyst is O1CCOCC1. The product is [C:18]([C@@H:14]1[CH2:15][CH2:16][CH2:17][C@H:12]([NH:11][C:9](=[O:10])[O:8][CH2:1][C:2]2[CH:7]=[CH:6][CH:5]=[CH:4][CH:3]=2)[CH2:13]1)(=[O:20])[NH2:21]. The yield is 0.910. (2) The product is [Cl:1][C:2]1[N:7]=[C:6]([NH:8][NH:9][C:10](=[O:29])[C@H:11]([CH2:23][CH:24]2[CH2:25][CH2:26][CH2:27][CH2:28]2)[CH2:12][N:13]([OH:16])[CH:14]=[O:15])[C:5]([F:30])=[C:4]([NH:31][CH2:32][C:33]2[S:34][CH:35]=[CH:36][N:37]=2)[N:3]=1. The yield is 0.580. The catalyst is C(O)(=O)C.O. The reactants are [Cl:1][C:2]1[N:7]=[C:6]([NH:8][NH:9][C:10](=[O:29])[C@H:11]([CH2:23][CH:24]2[CH2:28][CH2:27][CH2:26][CH2:25]2)[CH2:12][N:13]([O:16]C2CCCCO2)[CH:14]=[O:15])[C:5]([F:30])=[C:4]([NH:31][CH2:32][C:33]2[S:34][CH:35]=[CH:36][N:37]=2)[N:3]=1. (3) The reactants are Br[CH:2]([C:6]1[S:7][C:8]([C:17]2[N:21]=[CH:20][N:19]([CH:22]3[CH2:27][CH2:26][CH2:25][CH2:24][O:23]3)[N:18]=2)=[C:9]([C:11]2[CH:16]=[CH:15][CH:14]=[CH:13][CH:12]=2)[N:10]=1)[C:3]([CH3:5])=O.[NH2:28][C:29]1[CH:34]=[CH:33][C:32]([Br:35])=[CH:31][N:30]=1.C(=O)(O)[O-].[Na+].CCOC(C)=O. The catalyst is C1COCC1.CC(O)C. The product is [Br:35][C:32]1[CH:33]=[CH:34][C:29]2[N:30]([C:2]([C:6]3[S:7][C:8]([C:17]4[N:21]=[CH:20][N:19]([CH:22]5[CH2:27][CH2:26][CH2:25][CH2:24][O:23]5)[N:18]=4)=[C:9]([C:11]4[CH:12]=[CH:13][CH:14]=[CH:15][CH:16]=4)[N:10]=3)=[C:3]([CH3:5])[N:28]=2)[CH:31]=1. The yield is 0.150. (4) The reactants are [C:1]([CH:3]([CH2:9][CH:10](OCC)OCC)[C:4]([O:6]CC)=O)#N.S(=O)(=O)(O)O.[OH-].[NH4+].[C:24]([NH2:27])(=[NH:26])[CH3:25].[CH3:28][C:29](C)([O-])C.[K+]. The catalyst is C(O)C.C(OCC)(=O)C.C(Cl)(Cl)Cl.CO. The product is [CH3:25][C:24]1[NH:26][C:4](=[O:6])[C:3]2[CH2:1][CH:28]([CH3:29])[CH2:10][C:9]=2[N:27]=1. The yield is 0.210. (5) The reactants are [ClH:1].[NH2:2][CH2:3][C:4]([O:6][CH2:7][CH3:8])=[O:5].[I:9][C:10]1[CH:17]=[CH:16][C:13]([CH2:14]Br)=[CH:12][CH:11]=1.C([O-])([O-])=O.[K+].[K+].Cl. The catalyst is CN(C=O)C.O. The product is [ClH:1].[I:9][C:10]1[CH:17]=[CH:16][C:13]([CH2:14][NH:2][CH2:3][C:4]([O:6][CH2:7][CH3:8])=[O:5])=[CH:12][CH:11]=1. The yield is 0.290. (6) The reactants are [NH2:1][C:2]1[N:7]=[CH:6][N:5]=[C:4]2[N:8]([CH2:25][C@H:26]([NH:28][C:29](=[O:33])[CH2:30][C:31]#[N:32])[CH3:27])[N:9]=[C:10]([C:11]3[CH:16]=[CH:15][C:14]([O:17][C:18]4[CH:23]=[CH:22][CH:21]=[CH:20][CH:19]=4)=[CH:13][C:12]=3[F:24])[C:3]=12.N1CCCCC1.[CH2:40]([O:42][C:43]([CH3:47])([CH3:46])[CH:44]=O)[CH3:41]. The product is [NH2:1][C:2]1[N:7]=[CH:6][N:5]=[C:4]2[N:8]([CH2:25][C@H:26]([NH:28][C:29](=[O:33])[C:30]([C:31]#[N:32])=[CH:44][C:43]([O:42][CH2:40][CH3:41])([CH3:47])[CH3:46])[CH3:27])[N:9]=[C:10]([C:11]3[CH:16]=[CH:15][C:14]([O:17][C:18]4[CH:19]=[CH:20][CH:21]=[CH:22][CH:23]=4)=[CH:13][C:12]=3[F:24])[C:3]=12. The yield is 0.0800. The catalyst is C(O)C. (7) The reactants are [CH3:1][C:2]1[C:8](=[O:9])[NH:7][C:5](=[O:6])[N:4]([C@@H:10]2[O:14][C@H:13]([CH2:15][OH:16])[C@@H:12]([N:17]=[N+:18]=[N-:19])[CH2:11]2)[CH:3]=1.[C:20](Cl)(=[O:25])[CH2:21][C:22](Cl)=[O:23].[OH2:27]. The catalyst is C(#N)C. The product is [CH3:1][C:2]1[C:8](=[O:9])[NH:7][C:5](=[O:6])[N:4]([C@@H:10]2[O:14][C@H:13]([CH2:15][OH:16])[C@@H:12]([N:17]=[N+:18]=[N-:19])[CH2:11]2)[CH:3]=1.[C:20]([OH:25])(=[O:6])[CH2:21][C:22]([OH:23])=[O:27]. The yield is 0.680.